Dataset: Forward reaction prediction with 1.9M reactions from USPTO patents (1976-2016). Task: Predict the product of the given reaction. (1) Given the reactants [Br:1][C:2]1[CH:10]=[C:9]([F:11])[CH:8]=[C:7]2[C:3]=1[CH2:4][CH:5]([CH3:13])[C:6]2=O.C1COCC1.CO.[BH4-].[Na+], predict the reaction product. The product is: [Br:1][C:2]1[CH:10]=[C:9]([F:11])[CH:8]=[C:7]2[C:3]=1[CH2:4][C:5]([CH3:13])=[CH:6]2. (2) Given the reactants [OH-].[Na+].CO.C([O:7][C:8]([C:10]1[C:14]([C:15]2[CH:20]=[CH:19][C:18]([O:21][CH3:22])=[CH:17][CH:16]=2)=[CH:13][S:12][C:11]=1[N:23]1[C:31](=[O:32])[C:30]2[C:25](=[CH:26][CH:27]=[CH:28][CH:29]=2)[C:24]1=[O:33])=[O:9])C.Cl, predict the reaction product. The product is: [O:32]=[C:31]1[C:30]2[C:25](=[CH:26][CH:27]=[CH:28][CH:29]=2)[C:24](=[O:33])[N:23]1[C:11]1[S:12][CH:13]=[C:14]([C:15]2[CH:16]=[CH:17][C:18]([O:21][CH3:22])=[CH:19][CH:20]=2)[C:10]=1[C:8]([OH:9])=[O:7].